From a dataset of Catalyst prediction with 721,799 reactions and 888 catalyst types from USPTO. Predict which catalyst facilitates the given reaction. (1) Reactant: [F:1][CH2:2][CH:3]([O:6][C:7]1[CH:8]=[C:9]([CH:13]=[C:14]([O:16][CH2:17][C:18]2[CH:23]=[CH:22][CH:21]=[CH:20][CH:19]=2)[CH:15]=1)[C:10]([OH:12])=O)[CH2:4][F:5].[NH2:24][C:25]1[CH:29]=[CH:28][N:27]([CH3:30])[N:26]=1.CN(C(ON1N=NC2C=CC=NC1=2)=[N+](C)C)C.F[P-](F)(F)(F)(F)F.CCN(C(C)C)C(C)C. Product: [F:5][CH2:4][CH:3]([O:6][C:7]1[CH:8]=[C:9]([CH:13]=[C:14]([O:16][CH2:17][C:18]2[CH:23]=[CH:22][CH:21]=[CH:20][CH:19]=2)[CH:15]=1)[C:10]([NH:24][C:25]1[CH:29]=[CH:28][N:27]([CH3:30])[N:26]=1)=[O:12])[CH2:2][F:1]. The catalyst class is: 18. (2) Reactant: [Cl:1][C:2]1[CH:3]=[C:4]([CH2:14][N:15]2[C:19]([CH3:20])=[CH:18][C:17]([C:21](Cl)=[O:22])=[N:16]2)[C:5]2[O:9][C:8]([CH:10]([CH3:12])[CH3:11])=[CH:7][C:6]=2[CH:13]=1.[CH3:24][O:25][C@H:26]1[CH2:31][CH2:30][C@H:29]([NH2:32])[CH2:28][CH2:27]1.C(N(CC)CC)C. Product: [Cl:1][C:2]1[CH:3]=[C:4]([CH2:14][N:15]2[C:19]([CH3:20])=[CH:18][C:17]([C:21]([NH:32][C@H:29]3[CH2:30][CH2:31][C@H:26]([O:25][CH3:24])[CH2:27][CH2:28]3)=[O:22])=[N:16]2)[C:5]2[O:9][C:8]([CH:10]([CH3:12])[CH3:11])=[CH:7][C:6]=2[CH:13]=1. The catalyst class is: 2.